This data is from Catalyst prediction with 721,799 reactions and 888 catalyst types from USPTO. The task is: Predict which catalyst facilitates the given reaction. (1) Reactant: [OH:1][CH2:2][CH2:3][NH:4][C:5](=[O:12])[C:6]1[CH:11]=[CH:10][CH:9]=[CH:8][CH:7]=1.[B:13]1([B:13]2[O:17][C:16]([CH3:19])([CH3:18])[C:15]([CH3:21])([CH3:20])[O:14]2)[O:17][C:16]([CH3:19])([CH3:18])[C:15]([CH3:21])([CH3:20])[O:14]1.C([O-])(=O)C.[K+]. Product: [OH:1][CH2:2][CH2:3][NH:4][C:5](=[O:12])[C:6]1[CH:11]=[CH:10][C:9]([B:13]2[O:17][C:16]([CH3:19])([CH3:18])[C:15]([CH3:21])([CH3:20])[O:14]2)=[CH:8][CH:7]=1. The catalyst class is: 438. (2) Reactant: [CH:1](=[O:6])[CH2:2][CH2:3][CH2:4][CH3:5].[BH3-][C:8]#[N:9].[Na+].[NH:11]1[CH2:15][CH2:14][N:13]=[C:12]1[CH2:16][CH:17]([C:24]1C2OCCC=2C=[C:26](N)[CH:25]=1)[C:18]1[CH:23]=[CH:22][CH:21]=[CH:20][N:19]=1.N#N. Product: [NH:13]1[CH2:14][CH2:15][N:11]=[C:12]1[CH2:16][CH:17]([C:24]1[C:3]2[CH2:2][CH2:1][O:6][C:4]=2[CH:5]=[C:26]([NH:9][CH2:8][CH2:1][CH2:2][CH2:3][CH3:4])[CH:25]=1)[C:18]1[CH:23]=[CH:22][CH:21]=[CH:20][N:19]=1. The catalyst class is: 5. (3) Reactant: Cl.C(O[C@H](C)C([N:13]1[C:21]2[C:16](=[C:17]([F:22])[CH:18]=[CH:19][CH:20]=2)[CH2:15][CH:14]1[CH3:23])=O)C1C=CC=CC=1. The catalyst class is: 8. Product: [F:22][C:17]1[CH:18]=[CH:19][CH:20]=[C:21]2[C:16]=1[CH2:15][CH:14]([CH3:23])[NH:13]2. (4) Reactant: [C:1]12([C:11]3[C:19]4[O:18][CH2:17][O:16][C:15]=4[CH:14]=[C:13](Br)[CH:12]=3)[CH2:10][CH:5]3[CH2:6][CH:7]([CH2:9][CH:3]([CH2:4]3)[CH2:2]1)[CH2:8]2.C(=O)=O.CC(C)=O.[Li]CCCC.C([O:36][B:37](OC(C)C)[O:38]C(C)C)(C)C. Product: [C:1]12([C:11]3[CH:12]=[C:13]([B:37]([OH:38])[OH:36])[CH:14]=[C:15]4[O:16][CH2:17][O:18][C:19]=34)[CH2:10][CH:5]3[CH2:6][CH:7]([CH2:9][CH:3]([CH2:4]3)[CH2:2]1)[CH2:8]2. The catalyst class is: 134. (5) Reactant: [Cl:1][C:2]1[CH:3]=[CH:4][C:5]([NH:8][C:9]2[N:14]=[CH:13][C:12]([CH:15]3[O:20][CH2:19][CH2:18][N:17](C(OC(C)(C)C)=O)[CH2:16]3)=[CH:11][CH:10]=2)=[N:6][CH:7]=1.FC(F)(F)C(O)=O.CCOC(C)=O.C1COCC1. Product: [Cl:1][C:2]1[CH:3]=[CH:4][C:5]([NH:8][C:9]2[CH:10]=[CH:11][C:12]([CH:15]3[O:20][CH2:19][CH2:18][NH:17][CH2:16]3)=[CH:13][N:14]=2)=[N:6][CH:7]=1. The catalyst class is: 47.